Dataset: Full USPTO retrosynthesis dataset with 1.9M reactions from patents (1976-2016). Task: Predict the reactants needed to synthesize the given product. (1) Given the product [F:1][C:2]1[CH:3]=[C:4]([N+:9]([O-:11])=[O:10])[CH:5]=[CH:6][C:7]=1[N:12]1[CH2:17][CH2:16][O:15][CH2:14][C:13]1=[O:18], predict the reactants needed to synthesize it. The reactants are: [F:1][C:2]1[CH:3]=[C:4]([N+:9]([O-:11])=[O:10])[CH:5]=[CH:6][C:7]=1F.[NH:12]1[CH2:17][CH2:16][O:15][CH2:14][C:13]1=[O:18].C(=O)([O-])[O-].[Cs+].[Cs+]. (2) Given the product [CH3:15][O:11][C:10]([C:9]1[CH:13]=[CH:14][C:6](=[O:5])[NH:7][CH:8]=1)=[O:12], predict the reactants needed to synthesize it. The reactants are: S(Cl)(Cl)=O.[OH:5][C:6]1[CH:14]=[CH:13][C:9]([C:10]([OH:12])=[O:11])=[CH:8][N:7]=1.[CH3:15]O. (3) Given the product [CH3:3][C:4]1([CH3:20])[O:9][C:8]2[CH:10]=[CH:11][C:12]([C@H:14]3[O:18][C:17](=[O:19])[N:16]([CH2:38][CH2:37][CH2:36][CH2:35][CH2:34][CH2:33][O:32][CH2:31][CH2:30][CH2:29][CH2:28][C:24]4[CH:25]=[CH:26][CH:27]=[C:22]([I:21])[CH:23]=4)[CH2:15]3)=[CH:13][C:7]=2[CH2:6][O:5]1, predict the reactants needed to synthesize it. The reactants are: [H-].[Na+].[CH3:3][C:4]1([CH3:20])[O:9][C:8]2[CH:10]=[CH:11][C:12]([C@H:14]3[O:18][C:17](=[O:19])[NH:16][CH2:15]3)=[CH:13][C:7]=2[CH2:6][O:5]1.[I:21][C:22]1[CH:23]=[C:24]([CH2:28][CH2:29][CH2:30][CH2:31][O:32][CH2:33][CH2:34][CH2:35][CH2:36][CH2:37][CH2:38]Br)[CH:25]=[CH:26][CH:27]=1.[Cl-].[NH4+]. (4) Given the product [CH3:13][CH:12]([C:21]([C:19]1[CH:18]=[N:17][N:16]([CH3:15])[CH:20]=1)=[O:22])[C:11]#[N:14], predict the reactants needed to synthesize it. The reactants are: [Li+].C[Si]([N-][Si](C)(C)C)(C)C.[C:11](#[N:14])[CH2:12][CH3:13].[CH3:15][N:16]1[CH:20]=[C:19]([C:21](OCC)=[O:22])[CH:18]=[N:17]1. (5) Given the product [Br:21][C:22]([CH3:27])([CH3:26])[C:23]([N:9]([CH:1]1[CH2:8][CH2:7][CH2:6][CH2:5][CH2:4][CH2:3][CH2:2]1)[NH:10][C:11]([O:13][CH2:14][C:15]1[CH:16]=[CH:17][CH:18]=[CH:19][CH:20]=1)=[O:12])=[O:24], predict the reactants needed to synthesize it. The reactants are: [CH:1]1([NH:9][NH:10][C:11]([O:13][CH2:14][C:15]2[CH:20]=[CH:19][CH:18]=[CH:17][CH:16]=2)=[O:12])[CH2:8][CH2:7][CH2:6][CH2:5][CH2:4][CH2:3][CH2:2]1.[Br:21][C:22]([CH3:27])([CH3:26])[C:23](Br)=[O:24]. (6) Given the product [C:1]([O:5][C:6](=[O:19])[CH2:7][C@@H:8]([CH2:9][OH:10])[CH2:12][C@H:13]([CH3:18])[CH2:14][CH2:15][CH2:16][CH3:17])([CH3:2])([CH3:4])[CH3:3], predict the reactants needed to synthesize it. The reactants are: [C:1]([O:5][C:6](=[O:19])[CH2:7][C@H:8]([CH2:12][C@H:13]([CH3:18])[CH2:14][CH2:15][CH2:16][CH3:17])[C:9](O)=[O:10])([CH3:4])([CH3:3])[CH3:2].CSC.B. (7) Given the product [N:12]1([CH2:18][CH2:19][CH2:20][O:21][S:7]([C:4]2[CH:5]=[CH:6][C:1]([CH3:11])=[CH:2][CH:3]=2)(=[O:9])=[O:8])[CH2:17][CH2:16][CH2:15][CH2:14][CH2:13]1, predict the reactants needed to synthesize it. The reactants are: [C:1]1([CH3:11])[CH:6]=[CH:5][C:4]([S:7](Cl)(=[O:9])=[O:8])=[CH:3][CH:2]=1.[N:12]1([CH2:18][CH2:19][CH2:20][OH:21])[CH2:17][CH2:16][CH2:15][CH2:14][CH2:13]1.C(N(CC)CC)C.